Dataset: Reaction yield outcomes from USPTO patents with 853,638 reactions. Task: Predict the reaction yield, written as a fraction of the theoretical maximum amount of product (1.0 means a 100% yield; for example, 0.34 means a 34% yield). (1) The reactants are [Br:1][C:2]1[CH:7]=[CH:6][C:5]([OH:8])=[CH:4][C:3]=1[CH2:9][O:10][CH2:11][O:12][CH3:13].[C:14]([C:16]1[CH:23]=[CH:22][C:19]([CH2:20]Br)=[CH:18][CH:17]=1)#[N:15].C(=O)([O-])[O-].[K+].[K+].O. The catalyst is CN(C)C=O. The product is [Br:1][C:2]1[CH:7]=[CH:6][C:5]([O:8][CH2:20][C:19]2[CH:22]=[CH:23][C:16]([C:14]#[N:15])=[CH:17][CH:18]=2)=[CH:4][C:3]=1[CH2:9][O:10][CH2:11][O:12][CH3:13]. The yield is 0.950. (2) The reactants are [F:1][C:2]1[CH:11]=[CH:10][C:5]([C:6]([NH:8][NH2:9])=[O:7])=[CH:4][CH:3]=1.[CH2:12](OC(OCC)OCC)C. No catalyst specified. The product is [F:1][C:2]1[CH:11]=[CH:10][C:5]([C:6]2[O:7][CH:12]=[N:9][N:8]=2)=[CH:4][CH:3]=1. The yield is 0.570. (3) The reactants are [F:1][C:2]([F:16])([CH2:12][CH2:13][CH2:14][CH3:15])[C:3](=[O:11])[CH2:4]P(=O)(OC)OC.O.[OH-].[Li+].[C:20]([O:23][C@@H:24]1[C@H:28]([CH2:29][CH2:30][CH2:31][CH2:32][CH2:33][CH2:34][C:35]([O:37][CH3:38])=[O:36])[C@@H:27]([CH:39]=O)[C@H:26]([O:41][CH:42]2[CH2:47][CH2:46][CH2:45][CH2:44][O:43]2)[CH2:25]1)(=[O:22])[CH3:21]. The catalyst is COC(C)(C)C.O. The product is [C:20]([O:23][C@@H:24]1[C@H:28]([CH2:29][CH2:30][CH2:31][CH2:32][CH2:33][CH2:34][C:35]([O:37][CH3:38])=[O:36])[C@@H:27](/[CH:39]=[CH:4]/[C:3](=[O:11])[C:2]([F:1])([F:16])[CH2:12][CH2:13][CH2:14][CH3:15])[C@H:26]([O:41][CH:42]2[CH2:47][CH2:46][CH2:45][CH2:44][O:43]2)[CH2:25]1)(=[O:22])[CH3:21]. The yield is 0.901. (4) The reactants are [CH3:1][C:2]1[CH:10]([CH:11]([NH:13][CH3:14])[CH3:12])[N:5]2[N:6]=[CH:7][CH:8]=[CH:9][CH:4]2[C:3]=1[C:15]([O:17][CH2:18][CH3:19])=[O:16].C(N(CC)CC)C.[S:27](Cl)([CH3:30])(=[O:29])=[O:28]. The catalyst is C(Cl)Cl.CCOC(C)=O. The product is [CH3:1][C:2]1[C:3]([C:15]([O:17][CH2:18][CH3:19])=[O:16])=[C:4]2[CH:9]=[CH:8][CH:7]=[N:6][N:5]2[C:10]=1[CH:11]([N:13]([CH3:14])[S:27]([CH3:30])(=[O:29])=[O:28])[CH3:12]. The yield is 0.930. (5) The reactants are [CH3:1][N:2]([CH3:33])[C:3]1([C:26]2[CH:31]=[CH:30][C:29]([F:32])=[CH:28][CH:27]=2)[CH2:8][CH2:7][CH:6]([CH2:9][C:10]([N:12]2[CH2:16][CH2:15][CH:14]([C:17]3[C:25]4[C:20](=[CH:21][CH:22]=[CH:23][CH:24]=4)[NH:19][CH:18]=3)[CH2:13]2)=[O:11])[CH2:5][CH2:4]1.[Cl:34][Si](C)(C)C. The catalyst is CC(CC)=O. The product is [ClH:34].[CH3:33][N:2]([CH3:1])[C:3]1([C:26]2[CH:27]=[CH:28][C:29]([F:32])=[CH:30][CH:31]=2)[CH2:8][CH2:7][CH:6]([CH2:9][C:10]([N:12]2[CH2:16][CH2:15][CH:14]([C:17]3[C:25]4[C:20](=[CH:21][CH:22]=[CH:23][CH:24]=4)[NH:19][CH:18]=3)[CH2:13]2)=[O:11])[CH2:5][CH2:4]1. The yield is 1.00.